This data is from Tyrosyl-DNA phosphodiesterase HTS with 341,365 compounds. The task is: Binary Classification. Given a drug SMILES string, predict its activity (active/inactive) in a high-throughput screening assay against a specified biological target. (1) The molecule is S(=O)(=O)(NC(C(C)C)C(=O)N1CCCC1)c1cc2sc(nc2cc1)C. The result is 0 (inactive). (2) The drug is S(=O)(=O)(N1CCC(CC1)(CCOc1ccccc1)C(OCC)=O)N(C)C. The result is 0 (inactive).